This data is from Merck oncology drug combination screen with 23,052 pairs across 39 cell lines. The task is: Regression. Given two drug SMILES strings and cell line genomic features, predict the synergy score measuring deviation from expected non-interaction effect. (1) Drug 1: CC(C)CC(NC(=O)C(Cc1ccccc1)NC(=O)c1cnccn1)B(O)O. Drug 2: Cn1c(=O)n(-c2ccc(C(C)(C)C#N)cc2)c2c3cc(-c4cnc5ccccc5c4)ccc3ncc21. Cell line: NCIH460. Synergy scores: synergy=21.7. (2) Drug 1: O=c1[nH]cc(F)c(=O)[nH]1. Drug 2: COC1=C2CC(C)CC(OC)C(O)C(C)C=C(C)C(OC(N)=O)C(OC)C=CC=C(C)C(=O)NC(=CC1=O)C2=O. Cell line: UWB1289. Synergy scores: synergy=-6.75. (3) Drug 1: CCC1(O)CC2CN(CCc3c([nH]c4ccccc34)C(C(=O)OC)(c3cc4c(cc3OC)N(C)C3C(O)(C(=O)OC)C(OC(C)=O)C5(CC)C=CCN6CCC43C65)C2)C1. Drug 2: CS(=O)(=O)CCNCc1ccc(-c2ccc3ncnc(Nc4ccc(OCc5cccc(F)c5)c(Cl)c4)c3c2)o1. Cell line: NCIH23. Synergy scores: synergy=-10.5. (4) Drug 1: N#Cc1ccc(Cn2cncc2CN2CCN(c3cccc(Cl)c3)C(=O)C2)cc1. Drug 2: CC1(c2nc3c(C(N)=O)cccc3[nH]2)CCCN1. Cell line: NCIH520. Synergy scores: synergy=0.269.